Dataset: Full USPTO retrosynthesis dataset with 1.9M reactions from patents (1976-2016). Task: Predict the reactants needed to synthesize the given product. (1) Given the product [CH2:16]([C:13]1[CH:14]=[CH:15][C:10]([CH2:9][C:8](=[O:18])[CH:7]=[C:19]([OH:21])[CH3:20])=[CH:11][CH:12]=1)[CH3:17], predict the reactants needed to synthesize it. The reactants are: C(OC(=O)[CH:7]([C:19](=[O:21])[CH3:20])[C:8](=[O:18])[CH2:9][C:10]1[CH:15]=[CH:14][C:13]([CH2:16][CH3:17])=[CH:12][CH:11]=1)(C)(C)C. (2) Given the product [Cl:1][C:2]1[CH:7]=[CH:6][C:5]([C:12]2[C:17]([CH2:18][OH:19])=[CH:16][CH:15]=[CH:14][N:13]=2)=[CH:4][CH:3]=1, predict the reactants needed to synthesize it. The reactants are: [Cl:1][C:2]1[CH:7]=[CH:6][C:5](B(O)O)=[CH:4][CH:3]=1.Cl[C:12]1[C:17]([CH2:18][OH:19])=[CH:16][CH:15]=[CH:14][N:13]=1.C(=O)(O)[O-].[Na+].O1CCOCC1. (3) Given the product [C:16]([C:18]1[CH:19]=[C:20]([C:28]2[O:32][N:31]=[C:30]([C:33]3[CH:47]=[CH:46][C:36]4[CH2:37][CH2:38][N:39]([CH2:42][C:43]([NH:1][CH2:2][CH:3]([OH:8])[C:4]([F:7])([F:6])[F:5])=[O:44])[CH2:40][CH2:41][C:35]=4[CH:34]=3)[N:29]=2)[CH:21]=[CH:22][C:23]=1[O:24][CH:25]([CH3:27])[CH3:26])#[N:17], predict the reactants needed to synthesize it. The reactants are: [NH2:1][CH2:2][CH:3]([OH:8])[C:4]([F:7])([F:6])[F:5].FC(F)(F)C(O)=O.[C:16]([C:18]1[CH:19]=[C:20]([C:28]2[O:32][N:31]=[C:30]([C:33]3[CH:47]=[CH:46][C:36]4[CH2:37][CH2:38][N:39]([CH2:42][C:43](O)=[O:44])[CH2:40][CH2:41][C:35]=4[CH:34]=3)[N:29]=2)[CH:21]=[CH:22][C:23]=1[O:24][CH:25]([CH3:27])[CH3:26])#[N:17].CCN(C(C)C)C(C)C.CN(C(ON1N=NC2C=CC=NC1=2)=[N+](C)C)C.F[P-](F)(F)(F)(F)F. (4) Given the product [CH3:1][O:2][C:3]([C:5]1[C:6]2[CH:7]=[C:8]([C:26]3[CH:31]=[CH:30][CH:29]=[C:28]([CH2:32][O:33][C:34](=[O:36])[CH3:35])[CH:27]=3)[NH:9][C:10]=2[CH:11]=[C:12]([NH:14][C:15]([C@@H:17]2[CH2:19][C@H:18]2[C:20]2[CH:25]=[CH:24][CH:23]=[CH:22][CH:21]=2)=[O:16])[CH:13]=1)=[O:4], predict the reactants needed to synthesize it. The reactants are: [CH3:1][O:2][C:3]([C:5]1[C:6]2[CH:7]=[C:8]([C:26]3[CH:31]=[CH:30][CH:29]=[C:28]([CH2:32][OH:33])[CH:27]=3)[NH:9][C:10]=2[CH:11]=[C:12]([NH:14][C:15]([C@@H:17]2[CH2:19][C@H:18]2[C:20]2[CH:25]=[CH:24][CH:23]=[CH:22][CH:21]=2)=[O:16])[CH:13]=1)=[O:4].[C:34](OC(=O)C)(=[O:36])[CH3:35]. (5) The reactants are: C(N(CC)CC)C.[ClH:8].[NH2:9][OH:10].[C:11]([O:14][CH2:15][C:16]([CH3:45])([CH3:44])[CH2:17][N:18]1[C:24]2[CH:25]=[CH:26][C:27](Cl)=[CH:28][C:23]=2[C@@H:22]([C:30]2[CH:35]=[CH:34][CH:33]=[C:32]([O:36][CH3:37])[C:31]=2[O:38][CH3:39])[O:21][C@H:20]([CH2:40][C:41]#[N:42])[C:19]1=[O:43])(=[O:13])[CH3:12]. Given the product [C:11]([O:14][CH2:15][C:16]([CH3:45])([CH3:44])[CH2:17][N:18]1[C:24]2[CH:25]=[CH:26][C:27]([Cl:8])=[CH:28][C:23]=2[C@@H:22]([C:30]2[CH:35]=[CH:34][CH:33]=[C:32]([O:36][CH3:37])[C:31]=2[O:38][CH3:39])[O:21][C@H:20]([CH2:40]/[C:41](/[NH2:42])=[N:9]/[OH:10])[C:19]1=[O:43])(=[O:13])[CH3:12], predict the reactants needed to synthesize it. (6) Given the product [O:18]1[C:23]2[CH:24]=[CH:25][C:26]([C:2]3[CH:3]=[C:4]([NH:8][C@H:9]([C:12]4[CH:17]=[CH:16][CH:15]=[CH:14][CH:13]=4)[CH2:10][OH:11])[CH:5]=[N:6][CH:7]=3)=[CH:27][C:22]=2[O:21][CH2:20][CH2:19]1, predict the reactants needed to synthesize it. The reactants are: Br[C:2]1[CH:3]=[C:4]([NH:8][C@H:9]([C:12]2[CH:17]=[CH:16][CH:15]=[CH:14][CH:13]=2)[CH2:10][OH:11])[CH:5]=[N:6][CH:7]=1.[O:18]1[C:23]2[CH:24]=[CH:25][C:26](B(O)O)=[CH:27][C:22]=2[O:21][CH2:20][CH2:19]1.C(=O)([O-])[O-].[K+].[K+].COCCOC. (7) Given the product [C:1]([NH:31][CH2:32][CH2:33][SH:34])(=[O:15])[CH2:2][CH2:3][CH2:4][CH2:5][CH2:6][CH2:7][CH2:8][CH2:9][CH2:10][CH2:11][CH2:12][CH2:13][CH3:14], predict the reactants needed to synthesize it. The reactants are: [C:1](Cl)(=[O:15])[CH2:2][CH2:3][CH2:4][CH2:5][CH2:6][CH2:7][CH2:8][CH2:9][CH2:10][CH2:11][CH2:12][CH2:13][CH3:14].N1C=CC=CC=1.ON1C(=O)CCC1=O.[NH2:31][CH2:32][CH2:33][SH:34]. (8) Given the product [F:7][CH:11]1[CH2:16][CH2:15][N:14]([CH2:17][C:18]#[N:19])[CH2:13][CH2:12]1, predict the reactants needed to synthesize it. The reactants are: CCN(S(F)(F)[F:7])CC.O[CH:11]1[CH2:16][CH2:15][N:14]([CH2:17][C:18]#[N:19])[CH2:13][CH2:12]1. (9) Given the product [F:11][C:8]1[CH:9]=[CH:10][C:5]([C@@H:3]([OH:4])[C@@H:2]([NH:1][C:36]([C:29]2[C:30]3[C:35](=[CH:34][CH:33]=[CH:32][CH:31]=3)[C:26]([CH2:25][O:24][CH3:23])=[CH:27][CH:28]=2)=[O:37])[CH2:12][C:13]2[CH:18]=[CH:17][C:16]([C:19]([F:22])([F:20])[F:21])=[CH:15][CH:14]=2)=[CH:6][CH:7]=1, predict the reactants needed to synthesize it. The reactants are: [NH2:1][CH:2]([CH2:12][C:13]1[CH:18]=[CH:17][C:16]([C:19]([F:22])([F:21])[F:20])=[CH:15][CH:14]=1)[CH:3]([C:5]1[CH:10]=[CH:9][C:8]([F:11])=[CH:7][CH:6]=1)[OH:4].[CH3:23][O:24][CH2:25][C:26]1[C:35]2[C:30](=[CH:31][CH:32]=[CH:33][CH:34]=2)[C:29]([C:36](O)=[O:37])=[CH:28][CH:27]=1.Cl.C(N=C=NCCCN(C)C)C.ON1C2C=CC=CC=2N=N1.